Dataset: Catalyst prediction with 721,799 reactions and 888 catalyst types from USPTO. Task: Predict which catalyst facilitates the given reaction. (1) Reactant: [CH2:1]([CH:3]1[O:5][CH2:4]1)[Cl:2].[O:6]([C:13]1[CH:19]=[CH:18][C:16]([NH2:17])=[CH:15][CH:14]=1)[C:7]1[CH:12]=[CH:11][CH:10]=[CH:9][CH:8]=1. Product: [O:6]([C:13]1[CH:14]=[CH:15][C:16]([N:17]([CH2:4][CH:3]([OH:5])[CH2:1][Cl:2])[CH2:4][CH:3]([OH:5])[CH2:1][Cl:2])=[CH:18][CH:19]=1)[C:7]1[CH:8]=[CH:9][CH:10]=[CH:11][CH:12]=1. The catalyst class is: 41. (2) Reactant: [Cl:1][CH:2]([CH3:6])[C:3](Cl)=[O:4].[Cl:7][C:8]1[CH:17]=[CH:16][C:15]2[N:14]=[C:13]([N:18]3[CH2:22][CH2:21][CH:20]([O:23][Si:24]([C:27]([CH3:30])([CH3:29])[CH3:28])([CH3:26])[CH3:25])[CH2:19]3)[CH:12]=[CH:11][C:10]=2[C:9]=1[NH2:31].C(N(CC)CC)C.O. Product: [Cl:1][CH:2]([CH3:6])[C:3]([NH:31][C:9]1[C:8]([Cl:7])=[CH:17][CH:16]=[C:15]2[C:10]=1[CH:11]=[CH:12][C:13]([N:18]1[CH2:22][CH2:21][C@@H:20]([O:23][Si:24]([C:27]([CH3:30])([CH3:29])[CH3:28])([CH3:25])[CH3:26])[CH2:19]1)=[N:14]2)=[O:4]. The catalyst class is: 4. (3) Reactant: [OH:1][C:2]1[CH:11]=[C:10]2[C:5]([C:6]([O:12][C:13]3[CH:18]=[CH:17][C:16]([NH:19][C:20](=[O:27])[C:21]4[CH:26]=[CH:25][CH:24]=[CH:23][CH:22]=4)=[CH:15][CH:14]=3)=[CH:7][CH:8]=[N:9]2)=[CH:4][C:3]=1[O:28][CH3:29].[CH:30]1([O:35][C:36](=[O:49])[C@@H:37]([NH:41][C:42]([O:44][C:45]([CH3:48])([CH3:47])[CH3:46])=[O:43])[CH2:38][CH2:39]O)[CH2:34][CH2:33][CH2:32][CH2:31]1.C1(P(C2C=CC=CC=2)C2C=CC=CC=2)C=CC=CC=1.N(C(OC(C)C)=O)=NC(OC(C)C)=O. Product: [CH:30]1([O:35][C:36](=[O:49])[C@@H:37]([NH:41][C:42]([O:44][C:45]([CH3:48])([CH3:47])[CH3:46])=[O:43])[CH2:38][CH2:39][O:1][C:2]2[CH:11]=[C:10]3[C:5]([C:6]([O:12][C:13]4[CH:14]=[CH:15][C:16]([NH:19][C:20](=[O:27])[C:21]5[CH:26]=[CH:25][CH:24]=[CH:23][CH:22]=5)=[CH:17][CH:18]=4)=[CH:7][CH:8]=[N:9]3)=[CH:4][C:3]=2[O:28][CH3:29])[CH2:31][CH2:32][CH2:33][CH2:34]1. The catalyst class is: 2.